From a dataset of Peptide-MHC class II binding affinity with 134,281 pairs from IEDB. Regression. Given a peptide amino acid sequence and an MHC pseudo amino acid sequence, predict their binding affinity value. This is MHC class II binding data. (1) The peptide sequence is AAATAGTTVYGANAA. The MHC is HLA-DPA10103-DPB10601 with pseudo-sequence HLA-DPA10103-DPB10601. The binding affinity (normalized) is 0. (2) The peptide sequence is SLELELIGSKRILDE. The MHC is DRB1_0701 with pseudo-sequence DRB1_0701. The binding affinity (normalized) is 0.853. (3) The peptide sequence is AFKVAATAANAAPANY. The MHC is DRB1_1501 with pseudo-sequence DRB1_1501. The binding affinity (normalized) is 0.251. (4) The peptide sequence is LIINWLQEALSSASL. The MHC is DRB1_1302 with pseudo-sequence DRB1_1302. The binding affinity (normalized) is 0.770. (5) The peptide sequence is QLQPFPQPELPY. The MHC is DRB5_0101 with pseudo-sequence DRB5_0101. The binding affinity (normalized) is 0. (6) The binding affinity (normalized) is 0.487. The peptide sequence is SQDLELSQNLNGLQAY. The MHC is DRB1_1302 with pseudo-sequence DRB1_1302. (7) The peptide sequence is AFKVAATAAIAAPAN. The MHC is DRB1_0701 with pseudo-sequence DRB1_0701. The binding affinity (normalized) is 0.925.